Dataset: Experimentally validated miRNA-target interactions with 360,000+ pairs, plus equal number of negative samples. Task: Binary Classification. Given a miRNA mature sequence and a target amino acid sequence, predict their likelihood of interaction. (1) The miRNA is mmu-miR-28b with sequence AGGAGCUCACAAUCUAUUUAG. The protein sequence of the target gene is MSNNSNKRAPTTATQRLKQDYLRIKKDPVPYICAEPLPSNILEWHYVVRGPEMTPYEGGYYHGKLIFPREFPFKPPSIYMITPNGRFKCNTRLCLSITDFHPDTWNPAWSVSTILTGLLSFMVEKGPTLGSIETSDFTKKQLAAQSLVFNLKDKVFCELFPEVVEEIKQKQKAQDELSNRPQNLPLPDVVPDGELHRGQHGIQLLNGHAPAAGPNLAGLPQANRHHGLLGGALANLFVIVGFAAFAYTVKYVLRSIAQE. Result: 0 (no interaction). (2) The miRNA is hsa-miR-4663 with sequence AGCUGAGCUCCAUGGACGUGCAGU. The protein sequence of the target gene is MELKKDINAVSIDMLLIVHSEKRRAAQGTLSDQQANPSSLLQRGGGFQGVGNGVRRWQKLEGNDFHENLVEKQHPQQPQVITSYNSQGTQLTVEVHPRDAMPQLLKKFSLAKRLQGDKNGNTRPRQPGGKDAHAYPWDRSSLKSMSLDLQQFEKLDIYASQVTAKSGLDELVSDLLQEAHTDLERVRAIWIWICHHIEYDIAAAQEKDRQAFKPTDILRTQKTNCDGYAGLFERMCRLAGVQCMTVPGYSKGFGYQTGQSFSGEFDHAWNAVYLEGRWHLVDSTWGSGLVDTITSKFTFL.... Result: 1 (interaction). (3) The miRNA is hsa-miR-607 with sequence GUUCAAAUCCAGAUCUAUAAC. The protein sequence of the target gene is MPLLFLERFPWPSLRTYTGLSGLALLGTIISAYRALSQPEAGPGEPDQLTASLQPEPPAPARPSAGGPRARDVAQYLLSDSLFVWVLVNTACCVLMLVAKLIQCIVFGPLRVSERQHLKDKFWNFIFYKFIFIFGVLNVQTVEEVVMWCLWFAGLVFLHLMVQLCKDRFEYLSFSPTTPMSSHGRVLSLLVAMLLSCCGLAAVCSITGYTHGMHTLAFMAAESLLVTVRTAHVILRYVIHLWDLNHEGTWEGKGTYVYYTDFVMELTLLSLDLMHHIHMLLFGNIWLSMASLVIFMQLRY.... Result: 1 (interaction). (4) The miRNA is mmu-miR-129-2-3p with sequence AAGCCCUUACCCCAAAAAGCAU. The protein sequence of the target gene is MAGTQACSATRFSCPPHFTEMSPDSEPSRFSLEALTGPDTELWLIQAPADFAPQCLNGRRVPLSGSKTVKGKLDGKKHRYRVFTSSPQAREATLLASSSEAGGRLTCAPAPSGSLRIMEGPQEYLLSRVPLQLIPTSLPPQIPAGLRPRFSAFGGSPPVTGPGSASALRSPTSGKRKSTRKGTDASSDTQEAVNRHGAMEVKTALGNLGVSVKKRKRYFMQEEMEAKTMEPVAELPVPSATSSKKRKKSKGTETSQVEHTEPVAQTEPPEGTFLFPTKKRKRQKEADGTEEVDGIVADSQ.... Result: 1 (interaction).